From a dataset of Forward reaction prediction with 1.9M reactions from USPTO patents (1976-2016). Predict the product of the given reaction. (1) Given the reactants Cl[C:2]1[CH:3]=[CH:4][C:5]2[N:11]3[CH2:12][C@H:8]([CH2:9][CH2:10]3)[N:7]([C:13]([NH:15][C:16]3[CH:21]=[N:20][CH:19]=[CH:18][N:17]=3)=[O:14])[C:6]=2[N:22]=1.[CH2:23]([O:25][C:26]1[N:33]=[CH:32][C:31](B2OC(C)(C)C(C)(C)O2)=[CH:30][C:27]=1[C:28]#[N:29])[CH3:24].[O-]P([O-])([O-])=O.[K+].[K+].[K+].CC(C1C=C(C(C)C)C(C2C=CC=CC=2P(C2CCCCC2)C2CCCCC2)=C(C(C)C)C=1)C, predict the reaction product. The product is: [C:28]([C:27]1[CH:30]=[C:31]([C:2]2[CH:3]=[CH:4][C:5]3[N:11]4[CH2:12][C@H:8]([CH2:9][CH2:10]4)[N:7]([C:13]([NH:15][C:16]4[CH:21]=[N:20][CH:19]=[CH:18][N:17]=4)=[O:14])[C:6]=3[N:22]=2)[CH:32]=[N:33][C:26]=1[O:25][CH2:23][CH3:24])#[N:29]. (2) Given the reactants [CH:1]1C[CH2:6][CH2:5][CH2:4][CH2:3][CH:2]=1.[OH:8]O.[CH:10]([OH:12])=O, predict the reaction product. The product is: [C@@H:10]1([OH:12])[CH2:6][CH2:5][CH2:4][CH2:3][CH2:2][C@H:1]1[OH:8]. (3) Given the reactants [F:1][C:2]1[C:3]([C:21]2[CH:26]=[C:25]([F:27])[CH:24]=[CH:23][C:22]=2[O:28][CH3:29])=[C:4]2[CH:10]=[C:9]([C:11]3[CH2:16][CH2:15][N:14]([CH2:17][C:18](O)=[O:19])[CH2:13][CH:12]=3)[NH:8][C:5]2=[N:6][CH:7]=1.F[P-](F)(F)(F)(F)F.N1(O[P+](N2CCCC2)(N2CCCC2)N2CCCC2)C2C=CC=CC=2N=N1.C(N(CC)CC)C.Cl.[NH:71]1[CH2:76][CH2:75][CH:74]([OH:77])[CH2:73][CH2:72]1, predict the reaction product. The product is: [F:1][C:2]1[C:3]([C:21]2[CH:26]=[C:25]([F:27])[CH:24]=[CH:23][C:22]=2[O:28][CH3:29])=[C:4]2[CH:10]=[C:9]([C:11]3[CH2:16][CH2:15][N:14]([CH2:17][C:18]([N:71]4[CH2:76][CH2:75][CH:74]([OH:77])[CH2:73][CH2:72]4)=[O:19])[CH2:13][CH:12]=3)[NH:8][C:5]2=[N:6][CH:7]=1. (4) Given the reactants C[Si]([C:5]#[C:6][C:7]1[CH:12]=[CH:11][C:10]([CH:13]2[CH2:18][CH2:17][N:16]([C:19]([O:21][C:22]([CH3:25])([CH3:24])[CH3:23])=[O:20])[CH2:15][CH2:14]2)=[CH:9][CH:8]=1)(C)C.[F-].C([N+](CCCC)(CCCC)CCCC)CCC, predict the reaction product. The product is: [C:6]([C:7]1[CH:8]=[CH:9][C:10]([CH:13]2[CH2:14][CH2:15][N:16]([C:19]([O:21][C:22]([CH3:25])([CH3:24])[CH3:23])=[O:20])[CH2:17][CH2:18]2)=[CH:11][CH:12]=1)#[CH:5]. (5) Given the reactants [Cl:1][C:2]1[C:7]([NH2:8])=[CH:6][CH:5]=[CH:4][N:3]=1.[CH:9](NC(C)C)(C)C.[Li].IC.[NH4+].[Cl-], predict the reaction product. The product is: [Cl:1][C:2]1[C:7]([NH:8][CH3:9])=[CH:6][CH:5]=[CH:4][N:3]=1. (6) The product is: [CH3:14][O:13][C:11](=[O:12])[CH2:10][C:9]1[N:8]=[C:6]([C:5]2[CH:18]=[CH:19][C:2]([CH3:1])=[CH:3][CH:4]=2)[O:17][C:15]=1[CH3:16]. Given the reactants [CH3:1][C:2]1[CH:19]=[CH:18][C:5]([C:6]([NH:8][CH:9]([C:15](=[O:17])[CH3:16])[CH2:10][C:11]([O:13][CH3:14])=[O:12])=O)=[CH:4][CH:3]=1.OS(O)(=O)=O, predict the reaction product. (7) Given the reactants [NH2:1][C:2]1[CH:24]=[CH:23][C:5]([C:6]2[O:7][C:8]3[C:13]([C:14](=[O:16])[CH:15]=2)=[C:12]([O:17][CH3:18])[C:11]([O:19][CH3:20])=[C:10]([O:21][CH3:22])[CH:9]=3)=[CH:4][CH:3]=1.N1C=CC=CC=1.[CH3:31][S:32](Cl)(=[O:34])=[O:33].C([O-])(O)=O.[Na+], predict the reaction product. The product is: [CH3:31][S:32]([NH:1][C:2]1[CH:3]=[CH:4][C:5]([C:6]2[O:7][C:8]3[C:13]([C:14](=[O:16])[CH:15]=2)=[C:12]([O:17][CH3:18])[C:11]([O:19][CH3:20])=[C:10]([O:21][CH3:22])[CH:9]=3)=[CH:23][CH:24]=1)(=[O:34])=[O:33]. (8) Given the reactants [F:1][C:2]1[N:10]=[CH:9][CH:8]=[CH:7][C:3]=1[C:4](Cl)=[O:5].[NH2:11][C:12]1[CH:21]=[C:20]2[C:15]([C:16]([CH3:24])([CH3:23])[CH2:17][NH:18][C:19]2=[O:22])=[CH:14][CH:13]=1.C([O-])(O)=O.[Na+], predict the reaction product. The product is: [CH3:23][C:16]1([CH3:24])[C:15]2[C:20](=[CH:21][C:12]([NH:11][C:4](=[O:5])[C:3]3[CH:7]=[CH:8][CH:9]=[N:10][C:2]=3[F:1])=[CH:13][CH:14]=2)[C:19](=[O:22])[NH:18][CH2:17]1.